This data is from Forward reaction prediction with 1.9M reactions from USPTO patents (1976-2016). The task is: Predict the product of the given reaction. (1) Given the reactants [F:1][C:2]1[CH:7]=[CH:6][CH:5]=[CH:4][C:3]=1[C:8]1[N:16]=[C:11]2[CH:12]=[N:13][NH:14][CH:15]=[C:10]2[N:9]=1.Cl[CH2:18][C:19]1[O:23][N:22]=[C:21]([C:24]2[CH:29]=[CH:28][CH:27]=[C:26]([C:30]([F:33])([F:32])[F:31])[CH:25]=2)[CH:20]=1, predict the reaction product. The product is: [F:1][C:2]1[CH:7]=[CH:6][CH:5]=[CH:4][C:3]=1[C:8]1[N:16]=[C:11]2[CH:12]=[N:13][N:14]([CH2:18][C:19]3[O:23][N:22]=[C:21]([C:24]4[CH:29]=[CH:28][CH:27]=[C:26]([C:30]([F:33])([F:31])[F:32])[CH:25]=4)[CH:20]=3)[CH:15]=[C:10]2[N:9]=1. (2) Given the reactants C(=O)([O-])[O-].[K+].[K+].COCCOC.Cl[C:14]1[CH:19]=[CH:18][C:17](C(F)(F)F)=[CH:16][N:15]=1.F[C:25]1[CH:30]=[CH:29][C:28](B(O)O)=[CH:27][CH:26]=1, predict the reaction product. The product is: [C:25]1([C:14]2[CH:19]=[CH:18][CH:17]=[CH:16][N:15]=2)[CH:30]=[CH:29][CH:28]=[CH:27][CH:26]=1. (3) Given the reactants [CH3:1][C:2]1[C:11]2[S:10][C:9]([C:12]3[N:17]=[C:16]([C:18]([OH:20])=O)[CH:15]=[CH:14][CH:13]=3)=[N:8][C:7](=[O:21])[C:6]=2[CH:5]=[CH:4][CH:3]=1.[C:22]([O:26][C:27]([NH:29][CH2:30][CH2:31][CH2:32][CH2:33][CH2:34][CH2:35][NH2:36])=[O:28])([CH3:25])([CH3:24])[CH3:23].CCN=C=NCCCN(C)C.C1C=CC2N(O)N=NC=2C=1, predict the reaction product. The product is: [CH3:1][C:2]1[C:11]2[S:10][C:9]([C:12]3[N:17]=[C:16]([C:18]([NH:36][CH2:35][CH2:34][CH2:33][CH2:32][CH2:31][CH2:30][NH:29][C:27](=[O:28])[O:26][C:22]([CH3:24])([CH3:23])[CH3:25])=[O:20])[CH:15]=[CH:14][CH:13]=3)=[N:8][C:7](=[O:21])[C:6]=2[CH:5]=[CH:4][CH:3]=1. (4) Given the reactants C([O:5][C:6](=O)[NH:7][CH2:8][C:9]1[N:10]=[N:11][N:12]([C:14]2[CH:19]=[CH:18][CH:17]=[C:16]([NH:20][C:21]([N:23]3[C@@H:29]4[CH2:30][N:26]([CH2:27][CH2:28]4)[C:25]4[CH:31]=[CH:32][C:33]([C:35]5[CH:40]=[CH:39][CH:38]=[C:37]([C:41]([F:44])([F:43])[F:42])[CH:36]=5)=[N:34][C:24]3=4)=[O:22])[CH:15]=2)[CH:13]=1)(C)(C)C.C(OC([NH:53][CH2:54][CH2:55][CH2:56][CH2:57][CH2:58]C(ON1C(=O)CCC1=O)=O)=O)(C)(C)C.[ClH:69], predict the reaction product. The product is: [ClH:69].[NH2:53][CH2:54][CH2:55][CH2:56][CH2:57][CH2:58][C:6]([NH:7][CH2:8][C:9]1[N:10]=[N:11][N:12]([C:14]2[CH:15]=[C:16]([NH:20][C:21]([N:23]3[C@@H:29]4[CH2:30][N:26]([CH2:27][CH2:28]4)[C:25]4[CH:31]=[CH:32][C:33]([C:35]5[CH:40]=[CH:39][CH:38]=[C:37]([C:41]([F:42])([F:44])[F:43])[CH:36]=5)=[N:34][C:24]3=4)=[O:22])[CH:17]=[CH:18][CH:19]=2)[CH:13]=1)=[O:5]. (5) Given the reactants [CH3:1][N:2]([CH3:14])[C:3]1[CH:4]=[C:5]2[C:10](=[CH:11][CH:12]=1)[N:9]=[C:8]([CH3:13])[CH:7]=[CH:6]2.[Se](=O)=[O:16], predict the reaction product. The product is: [CH3:1][N:2]([CH3:14])[C:3]1[CH:4]=[C:5]2[C:10](=[CH:11][CH:12]=1)[N:9]=[C:8]([CH:13]=[O:16])[CH:7]=[CH:6]2. (6) Given the reactants [NH2:1][C:2](=[N:12][OH:13])[CH2:3][P:4](=[O:11])([O:8][CH2:9][CH3:10])[O:5][CH2:6][CH3:7].CCN(C(C)C)C(C)C.[C:23](Cl)(=O)[C:24]1[CH:29]=[CH:28][N:27]=[CH:26][CH:25]=1.Cl.O.[F-].C([N+](CCCC)(CCCC)CCCC)CCC, predict the reaction product. The product is: [N:27]1[CH:28]=[CH:29][C:24]([C:23]2[O:13][N:12]=[C:2]([CH2:3][P:4](=[O:11])([O:8][CH2:9][CH3:10])[O:5][CH2:6][CH3:7])[N:1]=2)=[CH:25][CH:26]=1. (7) Given the reactants Cl.C(OC(=O)[NH:8][CH2:9][CH2:10][NH:11][S:12]([C:15]1[C:16]2[CH:17]=[CH:18][N:19]=[C:20]([Cl:25])[C:21]=2[CH:22]=[CH:23][CH:24]=1)(=[O:14])=[O:13])(C)(C)C, predict the reaction product. The product is: [ClH:25].[NH2:8][CH2:9][CH2:10][NH:11][S:12]([C:15]1[C:16]2[CH:17]=[CH:18][N:19]=[C:20]([Cl:25])[C:21]=2[CH:22]=[CH:23][CH:24]=1)(=[O:13])=[O:14]. (8) The product is: [F:41][C:42]([F:61])([F:60])[S:43]([O:33][C:30]1[CH:29]=[CH:28][C:27]([CH:8]([NH:7][C:6]([O:5][C:1]([CH3:4])([CH3:2])[CH3:3])=[O:34])[C:9]([N:11]2[CH2:15][CH2:14][C@H:13]([O:16][CH2:17][CH2:18][O:19][CH2:20][CH2:21][O:22][CH2:23][CH2:24][O:25][CH3:26])[CH2:12]2)=[O:10])=[CH:32][CH:31]=1)(=[O:45])=[O:44]. Given the reactants [C:1]([O:5][C:6](=[O:34])[NH:7][CH:8]([C:27]1[CH:32]=[CH:31][C:30]([OH:33])=[CH:29][CH:28]=1)[C:9]([N:11]1[CH2:15][CH2:14][C@H:13]([O:16][CH2:17][CH2:18][O:19][CH2:20][CH2:21][O:22][CH2:23][CH2:24][O:25][CH3:26])[CH2:12]1)=[O:10])([CH3:4])([CH3:3])[CH3:2].C(=O)([O-])[O-].[Cs+].[Cs+].[F:41][C:42]([F:61])([F:60])[S:43](N(C1C=CC=CC=1)[S:43]([C:42]([F:61])([F:60])[F:41])(=[O:45])=[O:44])(=[O:45])=[O:44], predict the reaction product. (9) Given the reactants O[C:2]1[CH:11]=[CH:10][C:9]2[C:4](=[C:5]([C:12]3[CH:21]=[CH:20][C:15]([C:16]([O:18][CH3:19])=[O:17])=[CH:14][CH:13]=3)[CH:6]=[CH:7][CH:8]=2)[N:3]=1.O=P(Cl)(Cl)[Cl:24], predict the reaction product. The product is: [Cl:24][C:2]1[CH:11]=[CH:10][C:9]2[C:4](=[C:5]([C:12]3[CH:21]=[CH:20][C:15]([C:16]([O:18][CH3:19])=[O:17])=[CH:14][CH:13]=3)[CH:6]=[CH:7][CH:8]=2)[N:3]=1.